This data is from Forward reaction prediction with 1.9M reactions from USPTO patents (1976-2016). The task is: Predict the product of the given reaction. (1) Given the reactants [Cl:1][C:2]1[CH:3]=[C:4]([CH:11]([NH:14][C:15]([CH3:18])([CH3:17])[CH3:16])[CH2:12][OH:13])[CH:5]=[C:6]([C:9]#[N:10])[C:7]=1[NH2:8].[C:19]([C@@:27]([C:42]([OH:44])=[O:43])([OH:41])[C@@:28]([C:33](=[O:40])[C:34]1[CH:39]=[CH:38][CH:37]=[CH:36][CH:35]=1)([OH:32])[C:29]([OH:31])=[O:30])(=[O:26])[C:20]1[CH:25]=[CH:24][CH:23]=[CH:22][CH:21]=1.C(OCC)C, predict the reaction product. The product is: [C:33]([C@@:28]([C:29]([OH:31])=[O:30])([OH:32])[C@@:27]([C:19](=[O:26])[C:20]1[CH:25]=[CH:24][CH:23]=[CH:22][CH:21]=1)([OH:41])[C:42]([OH:44])=[O:43])(=[O:40])[C:34]1[CH:39]=[CH:38][CH:37]=[CH:36][CH:35]=1.[Cl:1][C:2]1[CH:3]=[C:4]([CH:11]([NH:14][C:15]([CH3:18])([CH3:17])[CH3:16])[CH2:12][OH:13])[CH:5]=[C:6]([C:9]#[N:10])[C:7]=1[NH2:8]. (2) Given the reactants [F:1][C:2]1[C:30]([F:31])=[CH:29][CH:28]=[CH:27][C:3]=1[CH2:4][N:5]1[C:10](=[O:11])[CH:9]=[CH:8][C:7]([C:12]2[C:20]3[C:15](=[CH:16][CH:17]=[C:18]([F:21])[CH:19]=3)[N:14]([CH2:22][C:23](O)=[O:24])[C:13]=2[CH3:26])=[CH:6]1, predict the reaction product. The product is: [F:1][C:2]1[C:30]([F:31])=[CH:29][CH:28]=[CH:27][C:3]=1[CH2:4][N:5]1[CH:6]=[C:7]([C:12]2[C:20]3[C:15](=[CH:16][CH:17]=[C:18]([F:21])[CH:19]=3)[N:14]([CH2:22][CH2:23][OH:24])[C:13]=2[CH3:26])[CH:8]=[CH:9][C:10]1=[O:11]. (3) Given the reactants [H-].[Na+].[Cl:3][C:4]1[N:9]=[CH:8][C:7]([C:10]2[N:11]=[CH:12][NH:13][CH:14]=2)=[CH:6][N:5]=1.Br[CH2:16][CH2:17][CH2:18][CH2:19][N:20]1[C:24](=[O:25])[C:23]2=[CH:26][CH:27]=[CH:28][CH:29]=[C:22]2[C:21]1=[O:30], predict the reaction product. The product is: [Cl:3][C:4]1[N:5]=[CH:6][C:7]([C:10]2[N:11]=[CH:12][N:13]([CH2:16][CH2:17][CH2:18][CH2:19][N:20]3[C:24](=[O:25])[C:23]4[C:22](=[CH:29][CH:28]=[CH:27][CH:26]=4)[C:21]3=[O:30])[CH:14]=2)=[CH:8][N:9]=1. (4) Given the reactants [CH2:1]([NH:8][C:9]1[CH:14]=[C:13]([C:15]2[S:19][C:18]([NH2:20])=[N:17][C:16]=2[C:21]2[CH:26]=[CH:25][CH:24]=[C:23]([CH3:27])[CH:22]=2)[CH:12]=[CH:11][N:10]=1)[C:2]1[CH:7]=[CH:6][CH:5]=[CH:4][CH:3]=1.Cl.[C:29](Cl)(=[O:36])[C:30]1[CH:35]=[CH:34][CH:33]=[N:32][CH:31]=1.C(=O)([O-])O.[Na+], predict the reaction product. The product is: [CH2:1]([NH:8][C:9]1[CH:14]=[C:13]([C:15]2[S:19][C:18]([NH:20][C:29](=[O:36])[C:30]3[CH:35]=[CH:34][CH:33]=[N:32][CH:31]=3)=[N:17][C:16]=2[C:21]2[CH:26]=[CH:25][CH:24]=[C:23]([CH3:27])[CH:22]=2)[CH:12]=[CH:11][N:10]=1)[C:2]1[CH:3]=[CH:4][CH:5]=[CH:6][CH:7]=1. (5) Given the reactants Cl[CH2:2][CH:3]1CCC2(OCCO2)[CH2:5][CH2:4]1.[ClH:13].[NH4+:14].[OH-].[C-]#[N:17].[Na+].C([O-])([O-])=O.[Na+].[Na+].[CH2:25]([O:32][C:33](Cl)=[O:34])[C:26]1[CH:31]=[CH:30][CH:29]=[CH:28][CH:27]=1.[CH2:36]1[CH2:40]O[CH2:38][CH2:37]1, predict the reaction product. The product is: [Cl:13][CH2:38][CH:37]1[CH2:5][CH2:4][C:3]([NH:17][C:33](=[O:34])[O:32][CH2:25][C:26]2[CH:31]=[CH:30][CH:29]=[CH:28][CH:27]=2)([C:2]#[N:14])[CH2:40][CH2:36]1.